Dataset: NCI-60 drug combinations with 297,098 pairs across 59 cell lines. Task: Regression. Given two drug SMILES strings and cell line genomic features, predict the synergy score measuring deviation from expected non-interaction effect. Drug 1: C1=CC(=CC=C1C#N)C(C2=CC=C(C=C2)C#N)N3C=NC=N3. Drug 2: C1CC(C1)(C(=O)O)C(=O)O.[NH2-].[NH2-].[Pt+2]. Cell line: RPMI-8226. Synergy scores: CSS=10.4, Synergy_ZIP=-3.28, Synergy_Bliss=1.48, Synergy_Loewe=-0.893, Synergy_HSA=-0.539.